Dataset: Forward reaction prediction with 1.9M reactions from USPTO patents (1976-2016). Task: Predict the product of the given reaction. (1) Given the reactants [C:1](Cl)(=O)C.C([NH:8][C:9]1[CH:10]=[CH:11][C:12]([Br:18])=[C:13]([CH:17]=1)[C:14]([OH:16])=[O:15])(=O)C, predict the reaction product. The product is: [CH3:1][O:16][C:14](=[O:15])[C:13]1[CH:17]=[C:9]([NH2:8])[CH:10]=[CH:11][C:12]=1[Br:18]. (2) Given the reactants [NH:1]1[CH2:6][CH2:5][CH:4]([C:7](O)=O)[CH2:3][CH2:2]1.[NH2:10][C:11]1[CH:16]=[CH:15][CH:14]=[CH:13][C:12]=1[NH2:17].[OH-].[K+], predict the reaction product. The product is: [N:10]1[C:11]2[CH:16]=[CH:15][CH:14]=[CH:13][C:12]=2[NH:17][C:7]=1[CH:4]1[CH2:5][CH2:6][NH:1][CH2:2][CH2:3]1. (3) Given the reactants [Cl:1][C:2]1[C:10]2[CH:9]=[C:8]([C:11](=O)[CH:12]=[C:13]([C:18]3[CH:23]=[C:22]([Cl:24])[CH:21]=[C:20]([Cl:25])[CH:19]=3)[C:14]([F:17])([F:16])[F:15])[S:7][C:6]=2[CH:5]=[CH:4][CH:3]=1.[OH-:27].[Na+].[NH2:29]O.Cl, predict the reaction product. The product is: [Cl:1][C:2]1[C:10]2[CH:9]=[C:8]([C:11]3[CH2:12][C:13]([C:18]4[CH:23]=[C:22]([Cl:24])[CH:21]=[C:20]([Cl:25])[CH:19]=4)([C:14]([F:17])([F:16])[F:15])[O:27][N:29]=3)[S:7][C:6]=2[CH:5]=[CH:4][CH:3]=1. (4) Given the reactants C(N[C:6]([C:8]1[S:12][C:11]2[CH2:13][C:14]([CH3:17])([CH3:16])[CH2:15][C:10]=2[C:9]=1[CH:18]=[N:19][NH2:20])=[O:7])(C)(C)C, predict the reaction product. The product is: [CH3:17][C:14]1([CH3:16])[CH2:13][C:11]2[S:12][C:8]3[C:6](=[O:7])[NH:20][N:19]=[CH:18][C:9]=3[C:10]=2[CH2:15]1. (5) Given the reactants [F:1][C:2]1[CH:3]=[C:4]([B:11]2[O:15][C:14]([CH3:17])([CH3:16])[C:13]([CH3:19])([CH3:18])[O:12]2)[CH:5]=[C:6]([N+:8]([O-])=O)[CH:7]=1.FC1C=C([N+]([O-])=O)C=C(I)C=1, predict the reaction product. The product is: [F:1][C:2]1[CH:7]=[C:6]([NH2:8])[CH:5]=[C:4]([B:11]2[O:15][C:14]([CH3:16])([CH3:17])[C:13]([CH3:19])([CH3:18])[O:12]2)[CH:3]=1. (6) Given the reactants C[O:2][C:3](=[O:23])[C@@H:4]([CH2:20][O:21][CH3:22])[N:5]([CH2:13][C:14]1[CH:19]=[CH:18][CH:17]=[CH:16][CH:15]=1)[CH2:6][C:7]1[CH:12]=[CH:11][CH:10]=[CH:9][CH:8]=1.[OH-].[Li+].[CH3:26]O, predict the reaction product. The product is: [CH3:26][C@@:4]([N:5]([CH2:6][C:7]1[CH:8]=[CH:9][CH:10]=[CH:11][CH:12]=1)[CH2:13][C:14]1[CH:19]=[CH:18][CH:17]=[CH:16][CH:15]=1)([CH2:20][O:21][CH3:22])[C:3]([OH:2])=[O:23]. (7) Given the reactants I[C:2]1[CH:3]=[CH:4][C:5]2[N:6]([CH:8]=[C:9]([NH:11][C:12](=[O:14])[CH3:13])[N:10]=2)[CH:7]=1.CC1(C)C(C)(C)OB([C:23]2[CH:24]=[C:25]([C:30]([F:33])([F:32])[F:31])[C:26]([NH2:29])=[N:27][CH:28]=2)O1.[C:35]([O-:38])([O-])=[O:36].[Na+].[Na+].[O-]S([O-])(=O)=O.[Na+].[Na+], predict the reaction product. The product is: [NH2:29][C:26]1[N:27]=[CH:28][C:23]([C:2]2[CH:3]=[CH:4][C:5]3[N:6]([CH:8]=[C:9]([NH:11][C:12](=[O:14])[CH3:13])[N:10]=3)[CH:7]=2)=[CH:24][C:25]=1[C:30]([F:33])([F:31])[F:32].[C:35]([OH:38])([C:30]([F:33])([F:32])[F:31])=[O:36]. (8) Given the reactants [CH3:1][O:2][C:3]1[CH:8]=[CH:7][CH:6]=[C:5]([N:9]2[CH2:14][CH2:13][O:12][CH2:11][CH2:10]2)[CH:4]=1.Cl[S:16]([OH:19])(=[O:18])=[O:17], predict the reaction product. The product is: [CH3:1][O:2][C:3]1[CH:8]=[CH:7][C:6]([S:16]([OH:19])(=[O:18])=[O:17])=[C:5]([N:9]2[CH2:14][CH2:13][O:12][CH2:11][CH2:10]2)[CH:4]=1. (9) Given the reactants [N:1]1([C:7]2[N:8]=[C:9]([CH2:14][C:15]([O-:17])=O)[NH:10][C:11](=[O:13])[CH:12]=2)[CH2:6][CH2:5][O:4][CH2:3][CH2:2]1.[Na+].[Cl:19][C:20]1[C:25]2[O:26][CH2:27][CH:28]=[N:29][C:24]=2[CH:23]=[CH:22][CH:21]=1.Cl.CN(C)CCCN=C=NCC, predict the reaction product. The product is: [Cl:19][C:20]1[C:25]2[O:26][CH2:27][CH2:28][N:29]([C:15](=[O:17])[CH2:14][C:9]3[NH:10][C:11](=[O:13])[CH:12]=[C:7]([N:1]4[CH2:2][CH2:3][O:4][CH2:5][CH2:6]4)[N:8]=3)[C:24]=2[CH:23]=[CH:22][CH:21]=1. (10) Given the reactants Br[C:2]1[N:7]=[C:6]2[NH:8][N:9]=[C:10]([C:11]3[CH:16]=[CH:15][CH:14]=[CH:13][CH:12]=3)[C:5]2=[C:4]([CH:17]([F:19])[F:18])[CH:3]=1.C([O:22][C:23]([C:25]1[CH:26]=[C:27](B(O)O)[CH:28]=[CH:29][C:30]=1[F:31])=[O:24])C.C(=O)([O-])[O-].[Cs+].[Cs+], predict the reaction product. The product is: [F:18][CH:17]([F:19])[C:4]1[CH:3]=[C:2]([C:27]2[CH:28]=[CH:29][C:30]([F:31])=[C:25]([CH:26]=2)[C:23]([OH:24])=[O:22])[N:7]=[C:6]2[NH:8][N:9]=[C:10]([C:11]3[CH:16]=[CH:15][CH:14]=[CH:13][CH:12]=3)[C:5]=12.